This data is from Catalyst prediction with 721,799 reactions and 888 catalyst types from USPTO. The task is: Predict which catalyst facilitates the given reaction. (1) Reactant: [N:1]1[CH:6]=[CH:5][CH:4]=[CH:3][C:2]=1[C:7]1[C:11]([CH2:12][OH:13])=[C:10](/[CH:14]=[CH:15]/[C:16]2[CH:21]=[CH:20][CH:19]=[CH:18][CH:17]=2)[O:9][N:8]=1.Cl[C:23]1[N:28]=[CH:27][C:26]([C:29]#[N:30])=[CH:25][CH:24]=1.[H-].[Na+]. Product: [N:1]1[CH:6]=[CH:5][CH:4]=[CH:3][C:2]=1[C:7]1[C:11]([CH2:12][O:13][C:23]2[CH:24]=[CH:25][C:26]([C:29]#[N:30])=[CH:27][N:28]=2)=[C:10](/[CH:14]=[CH:15]/[C:16]2[CH:17]=[CH:18][CH:19]=[CH:20][CH:21]=2)[O:9][N:8]=1. The catalyst class is: 3. (2) Reactant: [CH2:1]([O:3][C:4](=[O:34])[CH:5]([CH2:11][C:12]1[CH:17]=[CH:16][C:15]([CH:18]([CH3:32])[C:19]([C:25]2[CH:30]=[CH:29][N:28]=[C:27]([Cl:31])[CH:26]=2)([OH:24])[C:20]([F:23])([F:22])[F:21])=[C:14]([Cl:33])[CH:13]=1)C(OCC)=O)[CH3:2].[Na+].[Cl-].O. Product: [CH2:1]([O:3][C:4](=[O:34])[CH2:5][CH2:11][C:12]1[CH:17]=[CH:16][C:15]([CH:18]([CH3:32])[C:19]([C:25]2[CH:30]=[CH:29][N:28]=[C:27]([Cl:31])[CH:26]=2)([OH:24])[C:20]([F:21])([F:23])[F:22])=[C:14]([Cl:33])[CH:13]=1)[CH3:2]. The catalyst class is: 16. (3) Reactant: [CH2:1]([O:8][C:9](=[O:16])[NH:10][CH:11]1[CH2:15][CH:14]=[CH:13][CH2:12]1)[C:2]1[CH:7]=[CH:6][CH:5]=[CH:4][CH:3]=1.[Zn](CC)[CH2:18]C.C(I)I. Product: [CH2:1]([O:8][C:9](=[O:16])[NH:10][CH:11]1[CH2:12][CH:13]2[CH:14]([CH2:18]2)[CH2:15]1)[C:2]1[CH:7]=[CH:6][CH:5]=[CH:4][CH:3]=1. The catalyst class is: 2. (4) The catalyst class is: 40. Reactant: [Cl:1][C:2]1[N:7]2[N:8]=[C:9]([C:15]3[CH:20]=[CH:19][C:18]([O:21][CH3:22])=[CH:17][CH:16]=3)[C:10]([C:11](=O)[C:12]#[CH:13])=[C:6]2[CH:5]=[CH:4][CH:3]=1.Cl.[CH:24]1([NH:29][C:30]([NH2:32])=[NH:31])[CH2:28][CH2:27][CH2:26][CH2:25]1.[O-]CC.[Na+]. Product: [Cl:1][C:2]1[N:7]2[N:8]=[C:9]([C:15]3[CH:20]=[CH:19][C:18]([O:21][CH3:22])=[CH:17][CH:16]=3)[C:10]([C:11]3[CH:12]=[CH:13][N:32]=[C:30]([NH:29][CH:24]4[CH2:28][CH2:27][CH2:26][CH2:25]4)[N:31]=3)=[C:6]2[CH:5]=[CH:4][CH:3]=1. (5) Reactant: Br[C:2]1[CH:21]=[CH:20][CH:19]=[CH:18][C:3]=1[O:4][CH:5]([C:12]1[CH:17]=[CH:16][CH:15]=[CH:14]C=1)[CH:6]1[O:11][CH2:10][CH2:9][NH:8][CH2:7]1. Product: [NH:8]1[CH2:9][CH2:10][O:11][CH2:6][CH2:7]1.[C:5]1([O:4][C:3]2[CH:2]=[CH:21][CH:20]=[CH:19][CH:18]=2)[CH:12]=[CH:17][CH:16]=[CH:15][CH:14]=1. The catalyst class is: 11. (6) Reactant: [CH2:1]([NH:3][C:4]1[N:9]=[C:8]([NH2:10])[C:7]([O:11][C:12]2[CH:17]=[C:16](I)[C:15]([O:19][CH3:20])=[CH:14][C:13]=2[CH:21]([CH3:23])[CH3:22])=[CH:6][N:5]=1)[CH3:2].[C:24]([Cu])#[N:25].O. Product: [NH2:10][C:8]1[C:7]([O:11][C:12]2[C:13]([CH:21]([CH3:23])[CH3:22])=[CH:14][C:15]([O:19][CH3:20])=[C:16]([CH:17]=2)[C:24]#[N:25])=[CH:6][N:5]=[C:4]([NH:3][CH2:1][CH3:2])[N:9]=1. The catalyst class is: 3. (7) Reactant: [CH3:1][O:2][N:3]([CH3:13])[C:4]([C:6]1[CH:11]=[CH:10][NH:9][C:8](=[O:12])[CH:7]=1)=[O:5].Cl.Cl[CH2:16][CH2:17][CH2:18][N:19]([CH3:21])[CH3:20].C([O-])([O-])=O.[K+].[K+].O. Product: [CH3:20][N:19]([CH3:21])[CH2:18][CH2:17][CH2:16][N:9]1[CH:10]=[CH:11][C:6]([C:4]([N:3]([O:2][CH3:1])[CH3:13])=[O:5])=[CH:7][C:8]1=[O:12]. The catalyst class is: 21. (8) Reactant: [CH:1](/[C:9]1[C:17]2[C:12](=[CH:13][C:14]([CH:18]=[O:19])=[CH:15][CH:16]=2)[N:11](COCC[Si](C)(C)C)[N:10]=1)=[CH:2]\[C:3]1[CH:8]=[CH:7][CH:6]=[CH:5][CH:4]=1.CCCC[N+](CCCC)(CCCC)CCCC.[F-]. Product: [CH:1](/[C:9]1[C:17]2[C:12](=[CH:13][C:14]([CH:18]=[O:19])=[CH:15][CH:16]=2)[NH:11][N:10]=1)=[CH:2]\[C:3]1[CH:8]=[CH:7][CH:6]=[CH:5][CH:4]=1. The catalyst class is: 1.